This data is from Forward reaction prediction with 1.9M reactions from USPTO patents (1976-2016). The task is: Predict the product of the given reaction. Given the reactants [H-].[Na+].[CH3:3][C:4]1([CH3:12])[CH2:11][C:9](=[O:10])[CH2:8][C:6](=[O:7])[CH2:5]1.[C:13](=[S:15])=[S:14].[CH3:16]I.Cl, predict the reaction product. The product is: [CH3:16][S:14][C:13]([CH:8]1[C:6](=[O:7])[CH2:5][C:4]([CH3:12])([CH3:3])[CH2:11][C:9]1=[O:10])=[S:15].